Dataset: NCI-60 drug combinations with 297,098 pairs across 59 cell lines. Task: Regression. Given two drug SMILES strings and cell line genomic features, predict the synergy score measuring deviation from expected non-interaction effect. Drug 1: C1CCC(C(C1)N)N.C(=O)(C(=O)[O-])[O-].[Pt+4]. Drug 2: C1C(C(OC1N2C=NC3=C2NC=NCC3O)CO)O. Cell line: UACC-257. Synergy scores: CSS=13.6, Synergy_ZIP=-3.26, Synergy_Bliss=-1.50, Synergy_Loewe=-2.38, Synergy_HSA=-0.929.